Task: Predict the product of the given reaction.. Dataset: Forward reaction prediction with 1.9M reactions from USPTO patents (1976-2016) Given the reactants [OH:1][C@@H:2]1[CH2:6][N:5]([C:7]([O:9][C:10]([CH3:13])([CH3:12])[CH3:11])=[O:8])[C@H:4]([C:14]([O:16][CH3:17])=[O:15])[CH2:3]1.[CH2:18]([C:21]1[CH:26]=[CH:25][CH:24]=[CH:23][C:22]=1O)[CH:19]=[CH2:20].C1C=CC(P(C2C=CC=CC=2)C2C=CC=CC=2)=CC=1.CCOC(/N=N/C(OCC)=O)=O, predict the reaction product. The product is: [CH2:18]([C:21]1[CH:26]=[CH:25][CH:24]=[CH:23][C:22]=1[O:1][C@H:2]1[CH2:6][N:5]([C:7]([O:9][C:10]([CH3:11])([CH3:12])[CH3:13])=[O:8])[C@H:4]([C:14]([O:16][CH3:17])=[O:15])[CH2:3]1)[CH:19]=[CH2:20].